Dataset: Forward reaction prediction with 1.9M reactions from USPTO patents (1976-2016). Task: Predict the product of the given reaction. (1) Given the reactants Cl.[NH2:2][CH2:3][CH2:4][CH:5]([C:9]1[CH:14]=[CH:13][CH:12]=[CH:11][CH:10]=1)[C:6]([OH:8])=[O:7].[CH3:15][Si]([Cl:19])(C)C, predict the reaction product. The product is: [ClH:19].[NH2:2][CH2:3][CH2:4][CH:5]([C:9]1[CH:14]=[CH:13][CH:12]=[CH:11][CH:10]=1)[C:6]([O:8][CH3:15])=[O:7]. (2) The product is: [Cl:1][CH2:2][C:3]([CH3:22])([CH3:21])[CH:4]([NH2:30])[CH2:5][C:6]1[CH:11]=[CH:10][C:9]([O:12][CH3:13])=[C:8]([O:14][CH2:15][CH2:16][CH2:17][O:18][CH3:19])[CH:7]=1. Given the reactants [Cl:1][CH2:2][C:3]([CH3:22])([CH3:21])[C:4](=O)[CH2:5][C:6]1[CH:11]=[CH:10][C:9]([O:12][CH3:13])=[C:8]([O:14][CH2:15][CH2:16][CH2:17][O:18][CH3:19])[CH:7]=1.C([O-])(=O)C.[NH4+].[BH3-]C#[N:30].[Na+], predict the reaction product. (3) Given the reactants [CH3:1][C:2]1[C:6]([NH:7][C:8](=O)[C:9]2[CH:14]=[CH:13][CH:12]=[CH:11][CH:10]=2)=[C:5]([C:16]2[CH:21]=[CH:20][CH:19]=[CH:18][CH:17]=2)[NH:4][N:3]=1.[N+](C1C=CC=CC=1)([O-])=O.Cl[Sn](Cl)(Cl)Cl, predict the reaction product. The product is: [CH3:1][C:2]1[C:6]2[N:7]=[C:8]([C:9]3[CH:14]=[CH:13][CH:12]=[CH:11][CH:10]=3)[C:17]3[CH:18]=[CH:19][CH:20]=[CH:21][C:16]=3[C:5]=2[NH:4][N:3]=1. (4) Given the reactants [OH:1][N:2]=[C:3]([CH:5]1[CH2:7][CH2:6]1)[NH2:4].[Cl:8][C:9]1[CH:14]=[CH:13][C:12]([C:15]2[C:21]3[CH:22]=[CH:23][CH:24]=[CH:25][C:20]=3[N:19]3[C:26]([CH3:29])=[N:27][N:28]=[C:18]3[CH:17]([CH2:30][C:31](OC(C)(C)C)=O)[CH:16]=2)=[CH:11][CH:10]=1.C[O-].[Na+].O, predict the reaction product. The product is: [Cl:8][C:9]1[CH:14]=[CH:13][C:12]([C:15]2[C:21]3[CH:22]=[CH:23][CH:24]=[CH:25][C:20]=3[N:19]3[C:26]([CH3:29])=[N:27][N:28]=[C:18]3[C@H:17]([CH2:30][C:31]3[O:1][N:2]=[C:3]([CH:5]4[CH2:7][CH2:6]4)[N:4]=3)[CH:16]=2)=[CH:11][CH:10]=1. (5) The product is: [C:22]([NH:25][C@H:26]([C:31]([OH:33])=[O:32])[CH2:27][CH:28]([CH3:29])[CH3:30])(=[O:24])[CH3:23].[CH2:1]([O:3][C:4]1[CH:5]=[C:6]([C@H:12]([NH2:18])[CH2:13][S:14]([CH3:17])(=[O:16])=[O:15])[CH:7]=[CH:8][C:9]=1[O:10][CH3:11])[CH3:2]. Given the reactants [CH2:1]([O:3][C:4]1[CH:5]=[C:6]([CH:12]([NH2:18])[CH2:13][S:14]([CH3:17])(=[O:16])=[O:15])[CH:7]=[CH:8][C:9]=1[O:10][CH3:11])[CH3:2].CCN.[C:22]([NH:25][C@H:26]([C:31]([OH:33])=[O:32])[CH2:27][CH:28]([CH3:30])[CH3:29])(=[O:24])[CH3:23], predict the reaction product. (6) Given the reactants [CH3:1][C@@H:2]1[O:7][C@H:6]([CH3:8])[CH2:5][N:4]([C:9]2[CH:16]=[C:15]([F:17])[C:14]([C:18]#[C:19][Si](C)(C)C)=[CH:13][C:10]=2[CH:11]=[O:12])[CH2:3]1.Br[C:25]1[S:26][C:27]([CH3:30])=[N:28][N:29]=1, predict the reaction product. The product is: [CH3:1][C@H:2]1[O:7][C@@H:6]([CH3:8])[CH2:5][N:4]([C:9]2[CH:16]=[C:15]([F:17])[C:14]([C:18]#[C:19][C:25]3[S:26][C:27]([CH3:30])=[N:28][N:29]=3)=[CH:13][C:10]=2[CH:11]=[O:12])[CH2:3]1. (7) Given the reactants [CH2:1]([N:11]1[CH:15]=[CH:14][N:13]=[CH:12]1)[CH2:2][CH2:3][CH2:4][CH2:5][CH2:6][CH2:7][CH2:8][CH2:9][CH3:10].[F:16][C:17]([F:38])([F:37])[C:18]([F:36])([F:35])[C:19]([F:34])([F:33])[C:20]([F:32])([F:31])[C:21]([F:30])([F:29])[C:22]([F:28])([F:27])[CH2:23][CH2:24][CH2:25][I:26], predict the reaction product. The product is: [I-:26].[CH2:1]([NH+:11]1[CH:15]=[CH:14][N:13]([CH2:25][CH2:24][CH2:23][C:22]([F:27])([F:28])[C:21]([F:29])([F:30])[C:20]([F:31])([F:32])[C:19]([F:33])([F:34])[C:18]([F:35])([F:36])[C:17]([F:38])([F:37])[F:16])[CH2:12]1)[CH2:2][CH2:3][CH2:4][CH2:5][CH2:6][CH2:7][CH2:8][CH2:9][CH3:10]. (8) Given the reactants [Cl:1][C:2]1[CH:3]=[C:4]([CH:9]=[CH:10][C:11]=1[CH3:12])[C:5]([O:7][CH3:8])=[O:6].C1C(=O)N([Br:20])C(=O)C1.CC(N=NC(C#N)(C)C)(C#N)C, predict the reaction product. The product is: [Br:20][CH2:12][C:11]1[CH:10]=[CH:9][C:4]([C:5]([O:7][CH3:8])=[O:6])=[CH:3][C:2]=1[Cl:1].